This data is from TCR-epitope binding with 47,182 pairs between 192 epitopes and 23,139 TCRs. The task is: Binary Classification. Given a T-cell receptor sequence (or CDR3 region) and an epitope sequence, predict whether binding occurs between them. (1) The epitope is RQLLFVVEV. The TCR CDR3 sequence is CASSLNRVTGELFF. Result: 1 (the TCR binds to the epitope). (2) The epitope is FLNGSCGSV. The TCR CDR3 sequence is CSVDSSGANVLTF. Result: 1 (the TCR binds to the epitope). (3) The epitope is LLFNKVTLA. The TCR CDR3 sequence is CASSLPGNYGYTF. Result: 0 (the TCR does not bind to the epitope). (4) The epitope is LLWNGPMAV. The TCR CDR3 sequence is CASSLHRGTEAFF. Result: 1 (the TCR binds to the epitope). (5) The epitope is LEPLVDLPI. The TCR CDR3 sequence is CASSLGPGGSYEQYF. Result: 1 (the TCR binds to the epitope).